From a dataset of Peptide-MHC class II binding affinity with 134,281 pairs from IEDB. Regression. Given a peptide amino acid sequence and an MHC pseudo amino acid sequence, predict their binding affinity value. This is MHC class II binding data. (1) The peptide sequence is ELQFRRVKCKYPEGT. The MHC is DRB1_1101 with pseudo-sequence DRB1_1101. The binding affinity (normalized) is 0.462. (2) The peptide sequence is INEPTAAASAYGLDR. The MHC is HLA-DQA10401-DQB10402 with pseudo-sequence HLA-DQA10401-DQB10402. The binding affinity (normalized) is 0.442. (3) The peptide sequence is AAPGAAVASAAAPAS. The MHC is HLA-DQA10501-DQB10301 with pseudo-sequence HLA-DQA10501-DQB10301. The binding affinity (normalized) is 0.711. (4) The peptide sequence is GSLKTALTGAMRVTK. The MHC is DRB3_0301 with pseudo-sequence DRB3_0301. The binding affinity (normalized) is 0.541. (5) The peptide sequence is SGTVDFDEFMEMMTG. The MHC is DRB1_0101 with pseudo-sequence DRB1_0101. The binding affinity (normalized) is 0.181. (6) The peptide sequence is RIKIVQMLSDTLKGL. The MHC is DRB5_0101 with pseudo-sequence DRB5_0101. The binding affinity (normalized) is 0.575. (7) The peptide sequence is ARARRAALAAAGASR. The MHC is DRB1_0701 with pseudo-sequence DRB1_0701. The binding affinity (normalized) is 0.0288.